Dataset: Full USPTO retrosynthesis dataset with 1.9M reactions from patents (1976-2016). Task: Predict the reactants needed to synthesize the given product. (1) Given the product [CH3:1][O:2][C:3]1[CH:4]=[C:5]2[C:10](=[CH:11][CH:12]=1)[CH:9]=[C:8]([C:15]1[O:14][C:18]3[CH:19]=[CH:20][CH:21]=[CH:22][C:17]=3[CH:16]=1)[CH:7]=[CH:6]2, predict the reactants needed to synthesize it. The reactants are: [CH3:1][O:2][C:3]1[CH:4]=[C:5]2[C:10](=[CH:11][CH:12]=1)[CH:9]=[C:8](Br)[CH:7]=[CH:6]2.[O:14]1[C:18]2[CH:19]=[CH:20][CH:21]=[CH:22][C:17]=2[CH:16]=[C:15]1B(O)O.C(=O)([O-])[O-].[K+].[K+].ClCCl. (2) Given the product [Br:1][C:2]1[CH:3]=[CH:4][C:5]2[C:6]3[N:13]([CH2:14][CH:15]([CH3:17])[CH3:16])[C:19]([CH2:18][O:20][CH2:21][CH3:22])=[N:12][C:7]=3[CH:8]=[N:9][C:10]=2[CH:11]=1, predict the reactants needed to synthesize it. The reactants are: [Br:1][C:2]1[CH:11]=[C:10]2[C:5]([C:6]([NH:13][CH2:14][CH:15]([CH3:17])[CH3:16])=[C:7]([NH2:12])[CH:8]=[N:9]2)=[CH:4][CH:3]=1.[CH2:18]([O:20][CH2:21][C:22](Cl)=O)[CH3:19]. (3) Given the product [CH3:10][O:11][C:12]1[CH:13]=[C:14]([CH2:15][CH2:16][NH:17][C:1](=[O:8])[C:2]2[CH:7]=[CH:6][CH:5]=[CH:4][CH:3]=2)[CH:18]=[CH:19][CH:20]=1, predict the reactants needed to synthesize it. The reactants are: [C:1](Cl)(=[O:8])[C:2]1[CH:7]=[CH:6][CH:5]=[CH:4][CH:3]=1.[CH3:10][O:11][C:12]1[CH:13]=[C:14]([CH:18]=[CH:19][CH:20]=1)[CH2:15][CH2:16][NH2:17].CCN(CC)CC. (4) Given the product [CH3:37][C:38]([CH3:43])([CH3:42])[C:39]([NH:41][C:14]1[C:13]2[C:8](=[CH:9][C:10]([O:16][C:17]3[CH:22]=[CH:21][CH:20]=[C:19]([C:23]([F:26])([F:24])[F:25])[CH:18]=3)=[CH:11][CH:12]=2)[N:7]([C:27]2[CH:32]=[CH:31][C:30]([O:33][CH:34]([CH3:35])[CH3:36])=[CH:29][CH:28]=2)[C:6]=1[C:4]([OH:5])=[O:3])=[O:40], predict the reactants needed to synthesize it. The reactants are: C([O:3][C:4]([C:6]1[N:7]([C:27]2[CH:32]=[CH:31][C:30]([O:33][CH:34]([CH3:36])[CH3:35])=[CH:29][CH:28]=2)[C:8]2[C:13]([C:14]=1Br)=[CH:12][CH:11]=[C:10]([O:16][C:17]1[CH:22]=[CH:21][CH:20]=[C:19]([C:23]([F:26])([F:25])[F:24])[CH:18]=1)[CH:9]=2)=[O:5])C.[CH3:37][C:38]([CH3:43])([CH3:42])[C:39]([NH2:41])=[O:40]. (5) The reactants are: C([N:8]1[CH2:12][CH2:11][C@@H:10]([NH2:13])[CH2:9]1)(OC(C)(C)C)=O.Cl[C:15]1[C:16]([C:22]#[N:23])=[N:17][CH:18]=[C:19](Cl)[N:20]=1.CCN(C(C)C)C(C)C.[NH2:33][C:34]1[CH:35]=[N:36][C:37]2[C:42]([CH:43]=1)=[CH:41][CH:40]=[CH:39][CH:38]=2.C([O-])([O-])=[O:45].[Cs+].[Cs+].C1C=CC(P(C2C(C3C(P(C4C=CC=CC=4)C4C=CC=CC=4)=CC=C4C=3C=CC=C4)=C3C(C=CC=C3)=CC=2)C2C=CC=CC=2)=CC=1. Given the product [NH:8]1[CH2:12][CH2:11][C@@H:10]([NH:13][C:19]2[N:20]=[C:15]([NH:33][C:34]3[CH:35]=[N:36][C:37]4[C:42]([CH:43]=3)=[CH:41][CH:40]=[CH:39][CH:38]=4)[C:16]([C:22]([NH2:23])=[O:45])=[N:17][CH:18]=2)[CH2:9]1, predict the reactants needed to synthesize it. (6) Given the product [Br:1][C:2]1[CH:7]=[CH:6][CH:5]=[C:4]([CH2:8][CH2:9][CH3:10])[CH:3]=1, predict the reactants needed to synthesize it. The reactants are: [Br:1][C:2]1[CH:3]=[C:4]([C:8](=O)[CH2:9][CH3:10])[CH:5]=[CH:6][CH:7]=1.C([SiH](CC)CC)C. (7) Given the product [F:12][C:13]1[CH:32]=[CH:31][C:16]([O:17][C:18]2[C:19]([C:28]([NH:10][C:7]3[CH:8]=[CH:9][C:4]([C:3]([OH:2])=[O:11])=[N:5][CH:6]=3)=[O:29])=[N:20][C:21]3[C:26]([N:27]=2)=[CH:25][CH:24]=[CH:23][CH:22]=3)=[C:15]([O:33][CH3:34])[CH:14]=1, predict the reactants needed to synthesize it. The reactants are: C[O:2][C:3](=[O:11])[C:4]1[CH:9]=[CH:8][C:7]([NH2:10])=[CH:6][N:5]=1.[F:12][C:13]1[CH:32]=[CH:31][C:16]([O:17][C:18]2[C:19]([C:28](O)=[O:29])=[N:20][C:21]3[C:26]([N:27]=2)=[CH:25][CH:24]=[CH:23][CH:22]=3)=[C:15]([O:33][CH3:34])[CH:14]=1.CN1CCOCC1.CN(C(ON1N=NC2C=CC=NC1=2)=[N+](C)C)C.F[P-](F)(F)(F)(F)F.[OH-].[Na+]. (8) Given the product [Cl:21][C:1]1([C:8]([C:10]2[CH:11]=[CH:12][CH:13]=[CH:14][CH:15]=2)=[O:9])[CH2:2][CH2:3][CH2:4][CH2:5][CH2:6][CH2:7]1, predict the reactants needed to synthesize it. The reactants are: [CH:1]1([C:8]([C:10]2[CH:15]=[CH:14][CH:13]=[CH:12][CH:11]=2)=[O:9])[CH2:7][CH2:6][CH2:5][CH2:4][CH2:3][CH2:2]1.[OH-].[Na+].S(Cl)([Cl:21])(=O)=O.